From a dataset of Catalyst prediction with 721,799 reactions and 888 catalyst types from USPTO. Predict which catalyst facilitates the given reaction. (1) Reactant: [NH:1]1[CH2:6][CH2:5][O:4][CH2:3][CH2:2]1.[I-].[K+].[CH3:9][C:10]1[CH:15]=[C:14]([CH3:16])[CH:13]=[CH:12][C:11]=1[N:17]([CH2:31][CH:32]([CH3:34])[CH3:33])[S:18]([C:21]1[CH:26]=[CH:25][C:24]([O:27][CH2:28][CH2:29]O)=[CH:23][CH:22]=1)(=[O:20])=[O:19].O. Product: [CH3:9][C:10]1[CH:15]=[C:14]([CH3:16])[CH:13]=[CH:12][C:11]=1[N:17]([CH2:31][CH:32]([CH3:33])[CH3:34])[S:18]([C:21]1[CH:22]=[CH:23][C:24]([O:27][CH2:28][CH2:29][N:1]2[CH2:6][CH2:5][O:4][CH2:3][CH2:2]2)=[CH:25][CH:26]=1)(=[O:20])=[O:19]. The catalyst class is: 5. (2) Reactant: [F:1][C:2]([F:29])([F:28])[C:3]1[CH:4]=[C:5]([C:9]2[C:10]3[N:11]([N:15]=[C:16]([NH:18][C:19]4[CH:27]=[CH:26][C:22]([C:23]([OH:25])=O)=[CH:21][CH:20]=4)[N:17]=3)[CH:12]=[CH:13][CH:14]=2)[CH:6]=[CH:7][CH:8]=1.F[P-](F)(F)(F)(F)F.N1(OC(N(C)C)=[N+](C)C)C2N=CC=CC=2N=N1.C(N(CC)C(C)C)(C)C.[NH2:63][CH:64]1[CH2:69][CH2:68][N:67](C(OC(C)(C)C)=O)[CH2:66][CH2:65]1. Product: [NH:67]1[CH2:68][CH2:69][CH:64]([NH:63][C:23](=[O:25])[C:22]2[CH:21]=[CH:20][C:19]([NH:18][C:16]3[N:17]=[C:10]4[C:9]([C:5]5[CH:6]=[CH:7][CH:8]=[C:3]([C:2]([F:1])([F:29])[F:28])[CH:4]=5)=[CH:14][CH:13]=[CH:12][N:11]4[N:15]=3)=[CH:27][CH:26]=2)[CH2:65][CH2:66]1. The catalyst class is: 217.